Dataset: Reaction yield outcomes from USPTO patents with 853,638 reactions. Task: Predict the reaction yield, written as a fraction of the theoretical maximum amount of product (1.0 means a 100% yield; for example, 0.34 means a 34% yield). (1) The reactants are [Cl:1][C:2]1[CH:3]=[CH:4][N:5]2[CH:10]=[C:9]([CH2:11][CH3:12])[N:8]([C:13]3[CH:18]=[CH:17][CH:16]=[C:15]([F:19])[CH:14]=3)[C:7](=[O:20])[C:6]=12.[O:21]1CCOCC1. No catalyst specified. The product is [Cl:1][C:2]1[CH:3]=[CH:4][N:5]2[CH:10]=[C:9]([CH:11]([OH:21])[CH3:12])[N:8]([C:13]3[CH:18]=[CH:17][CH:16]=[C:15]([F:19])[CH:14]=3)[C:7](=[O:20])[C:6]=12. The yield is 0.990. (2) The reactants are [F:1][C:2]1([F:12])[CH2:8][O:7][C@:6]([CH2:10][OH:11])([CH3:9])[CH2:5][CH2:4][CH2:3]1.CC(C)=[O:15].OS(O)(=O)=O.O=[Cr](=O)=O. The catalyst is CC(C)=O.CCOC(C)=O. The product is [F:12][C:2]1([F:1])[CH2:8][O:7][C@@:6]([CH3:9])([C:10]([OH:15])=[O:11])[CH2:5][CH2:4][CH2:3]1. The yield is 0.660.